Dataset: Forward reaction prediction with 1.9M reactions from USPTO patents (1976-2016). Task: Predict the product of the given reaction. (1) Given the reactants Br[C:2]1[CH:3]=[C:4]([NH:15][C:16]2[CH:21]=[CH:20][C:19]([N:22]3[CH2:27][CH2:26][O:25][CH2:24][CH2:23]3)=[CH:18][N:17]=2)[C:5]2[N:6]([CH:12]=[CH:13][N:14]=2)[C:7]=1[C:8]([O:10][CH3:11])=[O:9].CC1(C)C(C)(C)OB([C:36]2[CH:44]=[C:43]3[C:39]([CH:40]=[N:41][NH:42]3)=[CH:38][CH:37]=2)O1.C([O-])([O-])=O.[Na+].[Na+].O, predict the reaction product. The product is: [NH:42]1[C:43]2[C:39](=[CH:38][CH:37]=[C:36]([C:2]3[CH:3]=[C:4]([NH:15][C:16]4[CH:21]=[CH:20][C:19]([N:22]5[CH2:23][CH2:24][O:25][CH2:26][CH2:27]5)=[CH:18][N:17]=4)[C:5]4[N:6]([CH:12]=[CH:13][N:14]=4)[C:7]=3[C:8]([O:10][CH3:11])=[O:9])[CH:44]=2)[CH:40]=[N:41]1. (2) Given the reactants [OH-].[Li+].[CH3:3][S:4]([N:7]1[CH2:12][CH2:11][N:10]([C@@H:13]([CH2:18][NH:19][C:20](=[O:29])[C:21]2[CH:26]=[CH:25][C:24]([O:27][CH3:28])=[CH:23][CH:22]=2)[C:14]([O:16]C)=[O:15])[CH2:9][CH2:8]1)(=[O:6])=[O:5], predict the reaction product. The product is: [CH3:3][S:4]([N:7]1[CH2:8][CH2:9][N:10]([C@@H:13]([CH2:18][NH:19][C:20](=[O:29])[C:21]2[CH:22]=[CH:23][C:24]([O:27][CH3:28])=[CH:25][CH:26]=2)[C:14]([OH:16])=[O:15])[CH2:11][CH2:12]1)(=[O:5])=[O:6]. (3) Given the reactants [CH2:1]([O:3][C:4](=[O:36])[CH2:5][C@@H:6]([NH:14][C:15]1[C:20]([C:21]2[CH:26]=[CH:25][CH:24]=[CH:23][C:22]=2[F:27])=[CH:19][N:18]=[C:17]([N:28]([CH:30]2[CH2:35][CH2:34][CH2:33][CH2:32][CH2:31]2)[CH3:29])[N:16]=1)[C:7]1[CH:12]=[CH:11][C:10]([OH:13])=[CH:9][CH:8]=1)[CH3:2].CCN(CC)CC.[CH3:44][N:45]([CH3:49])[C:46](Cl)=[O:47], predict the reaction product. The product is: [CH2:1]([O:3][C:4](=[O:36])[CH2:5][C@@H:6]([NH:14][C:15]1[C:20]([C:21]2[CH:26]=[CH:25][CH:24]=[CH:23][C:22]=2[F:27])=[CH:19][N:18]=[C:17]([N:28]([CH:30]2[CH2:35][CH2:34][CH2:33][CH2:32][CH2:31]2)[CH3:29])[N:16]=1)[C:7]1[CH:12]=[CH:11][C:10]([O:13][C:46]([N:45]([CH3:49])[CH3:44])=[O:47])=[CH:9][CH:8]=1)[CH3:2]. (4) Given the reactants [Na].[CH3:2][N:3]1[CH2:8][CH2:7][N:6]([C:9]2[CH:14]=[CH:13][C:12]([CH2:15][C:16]#[N:17])=[CH:11][CH:10]=2)[CH2:5][CH2:4]1.[CH:18](OCC)=[O:19].C(OCC)C, predict the reaction product. The product is: [OH:19][CH:18]=[C:15]([C:12]1[CH:13]=[CH:14][C:9]([N:6]2[CH2:7][CH2:8][N:3]([CH3:2])[CH2:4][CH2:5]2)=[CH:10][CH:11]=1)[C:16]#[N:17]. (5) The product is: [C:1]([O:5][C:6](=[O:29])[NH:7][C:8]1([CH2:16][CH2:17][C:18]2[CH:23]=[CH:22][C:21]([O:24][CH2:36][CH2:37][CH2:38][CH2:39][CH2:40][CH2:41][CH3:42])=[C:20]([C:25]([F:28])([F:26])[F:27])[CH:19]=2)[CH2:13][O:12][C:11]([CH3:15])([CH3:14])[O:10][CH2:9]1)([CH3:2])([CH3:3])[CH3:4]. Given the reactants [C:1]([O:5][C:6](=[O:29])[NH:7][C:8]1([CH2:16][CH2:17][C:18]2[CH:23]=[CH:22][C:21]([OH:24])=[C:20]([C:25]([F:28])([F:27])[F:26])[CH:19]=2)[CH2:13][O:12][C:11]([CH3:15])([CH3:14])[O:10][CH2:9]1)([CH3:4])([CH3:3])[CH3:2].C(=O)([O-])[O-].[K+].[K+].[CH2:36](Br)[CH2:37][CH2:38][CH2:39][CH2:40][CH2:41][CH3:42].O, predict the reaction product.